This data is from Full USPTO retrosynthesis dataset with 1.9M reactions from patents (1976-2016). The task is: Predict the reactants needed to synthesize the given product. Given the product [Cl:1][C:2]1[C:3]([O:19][CH3:20])=[C:4]([N:8]2[CH2:13][CH2:12][N:11]([CH2:14][CH2:15][CH2:16][CH2:17][NH2:18])[CH2:10][CH2:9]2)[CH:5]=[CH:6][CH:7]=1, predict the reactants needed to synthesize it. The reactants are: [Cl:1][C:2]1[C:3]([O:19][CH3:20])=[C:4]([N:8]2[CH2:13][CH2:12][N:11]([CH2:14][CH2:15][CH2:16][C:17]#[N:18])[CH2:10][CH2:9]2)[CH:5]=[CH:6][CH:7]=1.[H-].[H-].[H-].[H-].[Li+].[Al+3].C([O-])(O)=O.[Na+].